This data is from Catalyst prediction with 721,799 reactions and 888 catalyst types from USPTO. The task is: Predict which catalyst facilitates the given reaction. (1) Reactant: [CH3:1][C:2]([CH3:56])([CH2:10][C:11]([O:13][C@H:14]1[CH2:31][CH2:30][C@@:29]2([CH3:32])[C@@H:16]([CH2:17][CH2:18][C@:19]3([CH3:53])[C@@H:28]2[CH2:27][CH2:26][C@H:25]2[C@@:20]3([CH3:52])[CH2:21][CH2:22][C@@:23]3(/[CH:40]=[CH:41]/[C:42]([NH:44][C:45]4[CH:50]=[CH:49][C:48]([F:51])=[CH:47][CH:46]=4)=[O:43])[CH2:35][C:34](=[O:36])[C:33]([CH:37]([CH3:39])[CH3:38])=[C:24]32)[C:15]1([CH3:55])[CH3:54])=[O:12])[C:3]([O:5]C(C)(C)C)=[O:4].C(O)(C(F)(F)F)=O.CCCCCC. Product: [F:51][C:48]1[CH:49]=[CH:50][C:45]([NH:44][C:42](=[O:43])/[CH:41]=[CH:40]/[C@:23]23[CH2:35][C:34](=[O:36])[C:33]([CH:37]([CH3:38])[CH3:39])=[C:24]2[C@@H:25]2[C@@:20]([CH3:52])([CH2:21][CH2:22]3)[C@@:19]3([CH3:53])[C@@H:28]([C@:29]4([CH3:32])[C@@H:16]([CH2:17][CH2:18]3)[C:15]([CH3:54])([CH3:55])[C@@H:14]([O:13][C:11](=[O:12])[CH2:10][C:2]([CH3:1])([CH3:56])[C:3]([OH:5])=[O:4])[CH2:31][CH2:30]4)[CH2:27][CH2:26]2)=[CH:46][CH:47]=1. The catalyst class is: 4. (2) Reactant: [Br:1][C:2]1[CH:10]=[C:9]2[C:5]([CH2:6][CH2:7][CH:8]2[OH:11])=[CH:4][CH:3]=1.[H-].[Na+].I[CH3:15]. Product: [Br:1][C:2]1[CH:10]=[C:9]2[C:5]([CH2:6][CH2:7][CH:8]2[O:11][CH3:15])=[CH:4][CH:3]=1. The catalyst class is: 7. (3) Reactant: [N+:1]([C:4]1[CH:5]=[C:6]2[C:10](=[CH:11][CH:12]=1)[NH:9][CH2:8][CH2:7]2)([O-:3])=[O:2].O=[C:14]1[CH2:19][CH2:18][N:17]([C:20]([O:22][C:23]([CH3:26])([CH3:25])[CH3:24])=[O:21])[CH2:16][CH2:15]1.[Na]. Product: [N+:1]([C:4]1[CH:5]=[C:6]2[C:10](=[CH:11][CH:12]=1)[N:9]([CH:14]1[CH2:19][CH2:18][N:17]([C:20]([O:22][C:23]([CH3:26])([CH3:25])[CH3:24])=[O:21])[CH2:16][CH2:15]1)[CH2:8][CH2:7]2)([O-:3])=[O:2]. The catalyst class is: 15. (4) Reactant: Br.F[C:3]1[CH:18]=[C:17]([C:19]([F:22])([F:21])[F:20])[CH:16]=[CH:15][C:4]=1[C:5]([NH:7][C:8]1[CH:13]=[CH:12][NH:11][C:10](=[O:14])[CH:9]=1)=[O:6].C(=O)([O-])[O-].[K+].[K+].[F:29][C:30]1[CH:35]=[CH:34][C:33]([OH:36])=[C:32]([CH3:37])[CH:31]=1.CC1CCCO1. Product: [F:29][C:30]1[CH:35]=[CH:34][C:33]([O:36][C:3]2[CH:18]=[C:17]([C:19]([F:22])([F:21])[F:20])[CH:16]=[CH:15][C:4]=2[C:5]([NH:7][C:8]2[CH:13]=[CH:12][NH:11][C:10](=[O:14])[CH:9]=2)=[O:6])=[C:32]([CH3:37])[CH:31]=1. The catalyst class is: 179.